This data is from NCI-60 drug combinations with 297,098 pairs across 59 cell lines. The task is: Regression. Given two drug SMILES strings and cell line genomic features, predict the synergy score measuring deviation from expected non-interaction effect. (1) Drug 1: CC=C1C(=O)NC(C(=O)OC2CC(=O)NC(C(=O)NC(CSSCCC=C2)C(=O)N1)C(C)C)C(C)C. Drug 2: CC1=C(C(=CC=C1)Cl)NC(=O)C2=CN=C(S2)NC3=CC(=NC(=N3)C)N4CCN(CC4)CCO. Cell line: M14. Synergy scores: CSS=11.0, Synergy_ZIP=-3.05, Synergy_Bliss=-3.67, Synergy_Loewe=-3.94, Synergy_HSA=-4.03. (2) Drug 1: C1=CC=C(C=C1)NC(=O)CCCCCCC(=O)NO. Synergy scores: CSS=54.4, Synergy_ZIP=-3.23, Synergy_Bliss=-3.00, Synergy_Loewe=-7.29, Synergy_HSA=-1.12. Drug 2: CC1C(C(CC(O1)OC2CC(CC3=C2C(=C4C(=C3O)C(=O)C5=C(C4=O)C(=CC=C5)OC)O)(C(=O)CO)O)N)O.Cl. Cell line: SR. (3) Drug 1: C1CCC(C1)C(CC#N)N2C=C(C=N2)C3=C4C=CNC4=NC=N3. Drug 2: C1=C(C(=O)NC(=O)N1)F. Cell line: HCC-2998. Synergy scores: CSS=19.6, Synergy_ZIP=-2.53, Synergy_Bliss=-8.73, Synergy_Loewe=-11.6, Synergy_HSA=-10.8. (4) Drug 1: CS(=O)(=O)CCNCC1=CC=C(O1)C2=CC3=C(C=C2)N=CN=C3NC4=CC(=C(C=C4)OCC5=CC(=CC=C5)F)Cl. Drug 2: CN(CCCl)CCCl.Cl. Cell line: SK-MEL-28. Synergy scores: CSS=18.2, Synergy_ZIP=-3.09, Synergy_Bliss=-0.727, Synergy_Loewe=-2.63, Synergy_HSA=1.49. (5) Drug 1: COC1=C(C=C2C(=C1)N=CN=C2NC3=CC(=C(C=C3)F)Cl)OCCCN4CCOCC4. Drug 2: CC1=C2C(C(=O)C3(C(CC4C(C3C(C(C2(C)C)(CC1OC(=O)C(C(C5=CC=CC=C5)NC(=O)OC(C)(C)C)O)O)OC(=O)C6=CC=CC=C6)(CO4)OC(=O)C)O)C)O. Cell line: UO-31. Synergy scores: CSS=40.6, Synergy_ZIP=-5.22, Synergy_Bliss=1.93, Synergy_Loewe=5.21, Synergy_HSA=5.43. (6) Drug 1: CC1OCC2C(O1)C(C(C(O2)OC3C4COC(=O)C4C(C5=CC6=C(C=C35)OCO6)C7=CC(=C(C(=C7)OC)O)OC)O)O. Drug 2: C1=NNC2=C1C(=O)NC=N2. Cell line: SK-MEL-28. Synergy scores: CSS=4.12, Synergy_ZIP=-2.34, Synergy_Bliss=3.55, Synergy_Loewe=-24.0, Synergy_HSA=-0.251. (7) Drug 1: CCCCCOC(=O)NC1=NC(=O)N(C=C1F)C2C(C(C(O2)C)O)O. Drug 2: CC1=C(C(=CC=C1)Cl)NC(=O)C2=CN=C(S2)NC3=CC(=NC(=N3)C)N4CCN(CC4)CCO. Cell line: HS 578T. Synergy scores: CSS=11.8, Synergy_ZIP=-1.59, Synergy_Bliss=1.30, Synergy_Loewe=-6.89, Synergy_HSA=2.74.